From a dataset of Peptide-MHC class I binding affinity with 185,985 pairs from IEDB/IMGT. Regression. Given a peptide amino acid sequence and an MHC pseudo amino acid sequence, predict their binding affinity value. This is MHC class I binding data. (1) The peptide sequence is LSPLCITMRC. The MHC is Mamu-A01 with pseudo-sequence Mamu-A01. The binding affinity (normalized) is 1.00. (2) The peptide sequence is LMVPGAAPV. The MHC is HLA-A02:01 with pseudo-sequence HLA-A02:01. The binding affinity (normalized) is 0.898. (3) The peptide sequence is HFQTIFAAAQ. The MHC is H-2-Kd with pseudo-sequence H-2-Kd. The binding affinity (normalized) is 0. (4) The peptide sequence is TAYCPLQHW. The MHC is HLA-A29:02 with pseudo-sequence HLA-A29:02. The binding affinity (normalized) is 0.213. (5) The peptide sequence is TPFGQQRVF. The MHC is HLA-B51:01 with pseudo-sequence HLA-B51:01. The binding affinity (normalized) is 0.0847.